This data is from Catalyst prediction with 721,799 reactions and 888 catalyst types from USPTO. The task is: Predict which catalyst facilitates the given reaction. Reactant: [C:1]1([P:7]([C:14]2[CH:19]=[CH:18][CH:17]=[CH:16][CH:15]=2)[C:8]2[CH:13]=[CH:12][CH:11]=[CH:10][CH:9]=2)[CH:6]=[CH:5][CH:4]=[CH:3][CH:2]=1.[CH2:20]([O:22][C:23]1[CH:30]=[CH:29][CH:28]=[C:27]([O:31][CH2:32][CH3:33])[C:24]=1[CH2:25][Br:26])[CH3:21].C(OCC)C. Product: [Br-:26].[CH2:32]([O:31][C:27]1[CH:28]=[CH:29][CH:30]=[C:23]([O:22][CH2:20][CH3:21])[C:24]=1[CH2:25][P+:7]([C:1]1[CH:2]=[CH:3][CH:4]=[CH:5][CH:6]=1)([C:8]1[CH:13]=[CH:12][CH:11]=[CH:10][CH:9]=1)[C:14]1[CH:15]=[CH:16][CH:17]=[CH:18][CH:19]=1)[CH3:33]. The catalyst class is: 11.